From a dataset of Forward reaction prediction with 1.9M reactions from USPTO patents (1976-2016). Predict the product of the given reaction. Given the reactants [CH:1]1([N:4]([CH2:28][C:29]2[CH:34]=[C:33]([NH:35][CH2:36][CH2:37][O:38][CH3:39])[CH:32]=[C:31]([Cl:40])[C:30]=2[Cl:41])[C:5]([C@H:7]2[C@H:12]([C:13]3[CH:18]=[CH:17][N:16]([CH3:19])[C:15](=[O:20])[CH:14]=3)[CH2:11][CH2:10][N:9](C(OC(C)(C)C)=O)[CH2:8]2)=[O:6])[CH2:3][CH2:2]1.Cl, predict the reaction product. The product is: [CH:1]1([N:4]([CH2:28][C:29]2[CH:34]=[C:33]([NH:35][CH2:36][CH2:37][O:38][CH3:39])[CH:32]=[C:31]([Cl:40])[C:30]=2[Cl:41])[C:5]([C@H:7]2[C@H:12]([C:13]3[CH:18]=[CH:17][N:16]([CH3:19])[C:15](=[O:20])[CH:14]=3)[CH2:11][CH2:10][NH:9][CH2:8]2)=[O:6])[CH2:3][CH2:2]1.